From a dataset of Reaction yield outcomes from USPTO patents with 853,638 reactions. Predict the reaction yield, written as a fraction of the theoretical maximum amount of product (1.0 means a 100% yield; for example, 0.34 means a 34% yield). (1) The reactants are [C:1]([O:5][C:6](=[O:32])[N:7]([CH2:12][C@H:13]([N:23]([C:25]([O:27][C:28]([CH3:31])([CH3:30])[CH3:29])=[O:26])[CH3:24])[CH2:14][O:15]CC1C=CC=CC=1)[CH2:8][CH:9]([F:11])[F:10])([CH3:4])([CH3:3])[CH3:2].[H][H]. The catalyst is CO.CC(O)=O.[Pd]. The product is [C:1]([O:5][C:6](=[O:32])[N:7]([CH2:12][C@H:13]([N:23]([C:25]([O:27][C:28]([CH3:31])([CH3:30])[CH3:29])=[O:26])[CH3:24])[CH2:14][OH:15])[CH2:8][CH:9]([F:10])[F:11])([CH3:4])([CH3:3])[CH3:2]. The yield is 0.930. (2) The reactants are [CH3:1][O:2][C:3](=[O:21])[C@H:4]([NH:11][C:12](=[O:20])[C:13]1[CH:18]=[CH:17][CH:16]=[CH:15][C:14]=1[NH2:19])[CH:5]1[CH2:10][CH2:9][CH2:8][CH2:7][CH2:6]1.Cl[C:23](OC(Cl)(Cl)Cl)=[O:24]. The catalyst is C1COCC1.CCOC(C)=O. The product is [CH3:1][O:2][C:3](=[O:21])[C@@H:4]([CH:5]1[CH2:10][CH2:9][CH2:8][CH2:7][CH2:6]1)[N:11]1[C:12](=[O:20])[C:13]2[C:14](=[CH:15][CH:16]=[CH:17][CH:18]=2)[NH:19][C:23]1=[O:24]. The yield is 0.990. (3) The reactants are [F:1][C:2]1[CH:3]=[C:4]([NH:14][C:15](=[O:20])[CH2:16][C:17](=O)[CH3:18])[CH:5]=[CH:6][C:7]=1[N:8]1[CH2:13][CH2:12][O:11][CH2:10][CH2:9]1.[F:21][C:22]([F:34])([O:26][C:27]1[CH:32]=[CH:31][CH:30]=[C:29]([F:33])[CH:28]=1)[C:23]([NH2:25])=O.C1(C)C=CC=CC=1.[NH4+].[Cl-]. The catalyst is C1(C)C(C)=CC=CC=1.C([O-])(C)C.C([O-])(C)C.C([O-])(C)C.C([O-])(C)C.[Ti+4]. The product is [F:34][C:22]([F:21])([O:26][C:27]1[CH:32]=[CH:31][CH:30]=[C:29]([F:33])[CH:28]=1)[C:23]1[N:14]([C:4]2[CH:5]=[CH:6][C:7]([N:8]3[CH2:13][CH2:12][O:11][CH2:10][CH2:9]3)=[C:2]([F:1])[CH:3]=2)[C:15](=[O:20])[CH:16]=[C:17]([CH3:18])[N:25]=1. The yield is 0.400.